This data is from Full USPTO retrosynthesis dataset with 1.9M reactions from patents (1976-2016). The task is: Predict the reactants needed to synthesize the given product. (1) The reactants are: [CH3:1][C:2]([CH3:39])([CH3:38])[CH2:3][CH2:4][C@:5]1([CH3:37])[C:14]2[C:9](=[CH:10][CH:11]=[CH:12][CH:13]=2)[C:8]([OH:15])=[C:7]([C:16]2[NH:21][C:20]3[CH:22]=[CH:23][C:24]([NH:26]C(=O)OC(C)(C)C)=[CH:25][C:19]=3[S:18](=[O:35])(=[O:34])[N:17]=2)[C:6]1=[O:36].Cl.O1CCOCC1. Given the product [NH2:26][C:24]1[CH:23]=[CH:22][C:20]2[NH:21][C:16]([C:7]3[C:6](=[O:36])[C@@:5]([CH2:4][CH2:3][C:2]([CH3:1])([CH3:38])[CH3:39])([CH3:37])[C:14]4[C:9]([C:8]=3[OH:15])=[CH:10][CH:11]=[CH:12][CH:13]=4)=[N:17][S:18](=[O:35])(=[O:34])[C:19]=2[CH:25]=1, predict the reactants needed to synthesize it. (2) Given the product [O:1]1[CH:5]=[CH:4][CH:3]=[C:2]1[C:6]1[CH:7]=[C:8]([CH2:12][CH2:13][C:14]2[CH:19]=[C:18]([O:20][CH2:33][CH2:34][CH:35]([CH3:37])[CH3:36])[N:17]=[C:16]([N:21]=[CH:22][N:23]([CH3:25])[CH3:24])[N:15]=2)[CH:9]=[CH:10][CH:11]=1, predict the reactants needed to synthesize it. The reactants are: [O:1]1[CH:5]=[CH:4][CH:3]=[C:2]1[C:6]1[CH:7]=[C:8]([CH2:12][CH2:13][C:14]2[N:15]=[C:16]([N:21]=[CH:22][N:23]([CH3:25])[CH3:24])[NH:17][C:18](=[O:20])[CH:19]=2)[CH:9]=[CH:10][CH:11]=1.C(=O)([O-])[O-].[K+].[K+].Br[CH2:33][CH2:34][CH:35]([CH3:37])[CH3:36].